This data is from hERG channel blocking data for cardiac toxicity assessment. The task is: Regression/Classification. Given a drug SMILES string, predict its toxicity properties. Task type varies by dataset: regression for continuous values (e.g., LD50, hERG inhibition percentage) or binary classification for toxic/non-toxic outcomes (e.g., AMES mutagenicity, cardiotoxicity, hepatotoxicity). Dataset: herg. (1) The compound is Cc1cn2ccn(CC3(c4ccccc4)CC3)c(=O)c2n1. The result is 0 (non-blocker). (2) The molecule is CCCC[NH+](CCCC)C[C@H](O)c1cc(Cl)cc2c1-c1ccc(Cl)cc1/C2=C\c1ccc(Cl)cc1. The result is 1 (blocker). (3) The compound is CCCCNCCC(O)c1cc2c(Cl)cc(Cl)cc2c2cc(C(F)(F)F)ccc12. The result is 1 (blocker). (4) The molecule is C[NH+](C)CCO[C@](C)(c1ccccc1)c1ccccn1. The result is 0 (non-blocker).